This data is from Peptide-MHC class I binding affinity with 185,985 pairs from IEDB/IMGT. The task is: Regression. Given a peptide amino acid sequence and an MHC pseudo amino acid sequence, predict their binding affinity value. This is MHC class I binding data. (1) The peptide sequence is ERYFRIHSL. The MHC is Patr-B1301 with pseudo-sequence Patr-B1301. The binding affinity (normalized) is 0.294. (2) The peptide sequence is IMMNERDVSV. The MHC is HLA-A02:06 with pseudo-sequence HLA-A02:06. The binding affinity (normalized) is 0.582. (3) The peptide sequence is THEGVVCAL. The MHC is HLA-A26:01 with pseudo-sequence HLA-A26:01. The binding affinity (normalized) is 0.213. (4) The peptide sequence is FSLPSSSSY. The MHC is HLA-A69:01 with pseudo-sequence HLA-A69:01. The binding affinity (normalized) is 0.0847. (5) The MHC is HLA-B35:01 with pseudo-sequence HLA-B35:01. The binding affinity (normalized) is 0.0641. The peptide sequence is DPIFLLHHA. (6) The peptide sequence is RQGKFIKNK. The MHC is HLA-A02:02 with pseudo-sequence HLA-A02:02. The binding affinity (normalized) is 0.0917.